From a dataset of Forward reaction prediction with 1.9M reactions from USPTO patents (1976-2016). Predict the product of the given reaction. (1) Given the reactants [CH3:1][CH:2]([CH3:14])[CH:3]([OH:13])/[CH:4]=[CH:5]/[C:6]1[CH:11]=[CH:10][C:9]([CH3:12])=[CH:8][CH:7]=1, predict the reaction product. The product is: [CH3:14][CH:2]([CH:3]([OH:13])[CH2:4][CH2:5][C:6]1[CH:11]=[CH:10][C:9]([CH3:12])=[CH:8][CH:7]=1)[CH3:1]. (2) The product is: [CH3:25][O:24][C:7]1[CH:6]=[CH:5][C:4]2[N:3]=[C:2]([NH:34][C:31]3[CH:32]=[N:33][C:28]([O:27][CH3:26])=[CH:29][CH:30]=3)[C:11]3=[N:12][NH:13][CH:14]=[C:10]3[C:9]=2[CH:8]=1. Given the reactants Cl[C:2]1[C:11]2=[N:12][N:13](CC3C=CC(OC)=CC=3)[CH:14]=[C:10]2[C:9]2[CH:8]=[C:7]([O:24][CH3:25])[CH:6]=[CH:5][C:4]=2[N:3]=1.[CH3:26][O:27][C:28]1[N:33]=[CH:32][C:31]([NH2:34])=[CH:30][CH:29]=1.Cl, predict the reaction product. (3) Given the reactants Br[C:2]1[O:6][C:5]2[CH:7]=[C:8]([O:11][CH3:12])[CH:9]=[CH:10][C:4]=2[C:3]=1[C:13](=[O:26])[C:14]1[CH:19]=[C:18]([O:20][CH3:21])[C:17]([O:22][CH3:23])=[C:16]([O:24][CH3:25])[CH:15]=1.[CH3:27][N:28]1[CH2:33][CH2:32][NH:31][CH2:30][CH2:29]1, predict the reaction product. The product is: [CH3:27][N:28]1[CH2:33][CH2:32][N:31]([C:2]2[O:6][C:5]3[CH:7]=[C:8]([O:11][CH3:12])[CH:9]=[CH:10][C:4]=3[C:3]=2[C:13](=[O:26])[C:14]2[CH:19]=[C:18]([O:20][CH3:21])[C:17]([O:22][CH3:23])=[C:16]([O:24][CH3:25])[CH:15]=2)[CH2:30][CH2:29]1. (4) Given the reactants [F:1][C:2]([F:41])([F:40])[C:3]1[CH:4]=[C:5]([CH:33]=[C:34]([C:36]([F:39])([F:38])[F:37])[CH:35]=1)[CH2:6][N:7]([CH2:14][C:15]1[CH:20]=[C:19]([C:21]([F:24])([F:23])[F:22])[CH:18]=[CH:17][C:16]=1[C:25]([CH:27]1[CH2:32][CH2:31][CH2:30][CH2:29][CH2:28]1)=[O:26])[C:8]1[N:9]=[N:10][N:11]([CH3:13])[N:12]=1.[CH3:42][Mg]Br, predict the reaction product. The product is: [F:41][C:2]([F:1])([F:40])[C:3]1[CH:4]=[C:5]([CH:33]=[C:34]([C:36]([F:37])([F:38])[F:39])[CH:35]=1)[CH2:6][N:7]([CH2:14][C:15]1[CH:20]=[C:19]([C:21]([F:24])([F:23])[F:22])[CH:18]=[CH:17][C:16]=1[C:25]([CH:27]1[CH2:32][CH2:31][CH2:30][CH2:29][CH2:28]1)([OH:26])[CH3:42])[C:8]1[N:9]=[N:10][N:11]([CH3:13])[N:12]=1. (5) Given the reactants Br[C:2]1[N:6]2[CH2:7][CH2:8][N:9]([C:11]([O:13][C:14]([CH3:17])([CH3:16])[CH3:15])=[O:12])[CH2:10][C:5]2=[N:4][N:3]=1.[CH3:18][O-:19].[Na+], predict the reaction product. The product is: [C:14]([O:13][C:11]([N:9]1[CH2:8][CH2:7][N:6]2[C:2]([O:19][CH3:18])=[N:3][N:4]=[C:5]2[CH2:10]1)=[O:12])([CH3:17])([CH3:16])[CH3:15]. (6) The product is: [NH2:17][C:15]1[C:14]([F:20])=[CH:13][N:12]=[C:11]([Cl:10])[CH:16]=1. Given the reactants ClC1C=CC(F)=C[N+]=1[O-].[Cl:10][C:11]1[CH:16]=[C:15]([N+:17]([O-])=O)[C:14]([F:20])=[CH:13][N+:12]=1[O-], predict the reaction product. (7) Given the reactants [CH2:1]([NH:8][C:9]1[C:18]([C:19](O)=[O:20])=[C:17]([Cl:22])[C:16]2[C:11](=[CH:12][CH:13]=[C:14]([Br:23])[CH:15]=2)[N:10]=1)[C:2]1[CH:7]=[CH:6][CH:5]=[CH:4][CH:3]=1.S(Cl)(Cl)=O.[Cl-].[Cl-].[Cl-].[Al+3], predict the reaction product. The product is: [Br:23][C:14]1[CH:15]=[C:16]2[C:11](=[CH:12][CH:13]=1)[N:10]=[C:9]1[NH:8][CH2:1][C:2]3[CH:7]=[CH:6][CH:5]=[CH:4][C:3]=3[C:19](=[O:20])[C:18]1=[C:17]2[Cl:22]. (8) The product is: [CH3:19][O:18][C:14]1[CH:13]=[C:12]2[C:17](=[CH:16][CH:15]=1)[N:8]=[CH:9][C:10]([NH2:20])=[CH:11]2. Given the reactants C(OC([N:8]1[C:17]2[C:12](=[CH:13][C:14]([O:18][CH3:19])=[CH:15][CH:16]=2)[CH:11]=[C:10]([NH2:20])[CH2:9]1)=O)(C)(C)C.C(O)(C(F)(F)F)=O, predict the reaction product.